This data is from Retrosynthesis with 50K atom-mapped reactions and 10 reaction types from USPTO. The task is: Predict the reactants needed to synthesize the given product. (1) Given the product Oc1ccc(C#CCCn2ccnn2)cc1, predict the reactants needed to synthesize it. The reactants are: CC(C)(C)[Si](C)(C)Oc1ccc(C#CCCn2ccnn2)cc1. (2) Given the product COCCN(c1ccccc1/C=C/c1ccncc1)S(=O)(=O)c1ccc(OC)cc1, predict the reactants needed to synthesize it. The reactants are: COCCBr.COc1ccc(S(=O)(=O)Nc2ccccc2/C=C/c2ccncc2)cc1. (3) The reactants are: CC(=O)OC(C)=O.Nc1ccc(/C=C/c2n[nH]c3ccccc23)cc1. Given the product CC(=O)Nc1ccc(/C=C/c2n[nH]c3ccccc23)cc1, predict the reactants needed to synthesize it. (4) Given the product NC(=O)c1ccc(OCCCCl)cc1, predict the reactants needed to synthesize it. The reactants are: ClCCCBr.NC(=O)c1ccc(O)cc1. (5) Given the product Cn1cc(Nc2ncc3cnn(Cc4cccc(C5CCOCC5)c4)c3n2)cn1, predict the reactants needed to synthesize it. The reactants are: Cn1cc(Nc2ncc3cnn(Cc4cccc(C5=CCOCC5)c4)c3n2)cn1. (6) The reactants are: COC(=O)c1ccc2cc(-c3ccc(O)cc3)ccc2n1.OCc1c(-c2c(Cl)cccc2Cl)noc1C1CCC1. Given the product COC(=O)c1ccc2cc(-c3ccc(OCc4c(-c5c(Cl)cccc5Cl)noc4C4CCC4)cc3)ccc2n1, predict the reactants needed to synthesize it. (7) Given the product O=c1cccc[nH]1, predict the reactants needed to synthesize it. The reactants are: O=c1cc(O)cc[nH]1. (8) The reactants are: COc1ccc2ncc3c(c2c1)CCCC3.O=C([O-])O. Given the product COc1ccc2c(c1)c1c(c[n+]2[O-])CCCC1, predict the reactants needed to synthesize it. (9) The reactants are: CS(=O)(=O)Cl.OCC1Cc2nccnc2C1. Given the product CS(=O)(=O)OCC1Cc2nccnc2C1, predict the reactants needed to synthesize it.